This data is from Forward reaction prediction with 1.9M reactions from USPTO patents (1976-2016). The task is: Predict the product of the given reaction. (1) Given the reactants Cl[C:2]1[N:7]=[C:6]([C:8]2[S:12][C:11]([N:13]3[CH2:18][CH2:17][O:16][CH2:15][CH2:14]3)=[N:10][C:9]=2[C:19]2[CH:20]=[C:21]([NH:26][S:27]([C:30]3[C:35]([F:36])=[CH:34][CH:33]=[CH:32][C:31]=3[F:37])(=[O:29])=[O:28])[CH:22]=[CH:23][C:24]=2[F:25])[CH:5]=[CH:4][N:3]=1.[NH4+:38].[OH-], predict the reaction product. The product is: [NH2:38][C:2]1[N:7]=[C:6]([C:8]2[S:12][C:11]([N:13]3[CH2:18][CH2:17][O:16][CH2:15][CH2:14]3)=[N:10][C:9]=2[C:19]2[CH:20]=[C:21]([NH:26][S:27]([C:30]3[C:35]([F:36])=[CH:34][CH:33]=[CH:32][C:31]=3[F:37])(=[O:29])=[O:28])[CH:22]=[CH:23][C:24]=2[F:25])[CH:5]=[CH:4][N:3]=1. (2) Given the reactants Br[CH2:2][CH2:3][CH2:4][C:5]([O:7][CH2:8][CH3:9])=[O:6].C(=O)([O-])[O-].[K+].[K+].[Cl:16][C:17]1[CH:18]=[C:19]([C:27]2[O:31][N:30]=[C:29]([C:32]3[CH:33]=[CH:34][C:35]([OH:41])=[C:36]4[C:40]=3[O:39][CH:38]=[CH:37]4)[N:28]=2)[CH:20]=[CH:21][C:22]=1[O:23][CH:24]([CH3:26])[CH3:25].O, predict the reaction product. The product is: [Cl:16][C:17]1[CH:18]=[C:19]([C:27]2[O:31][N:30]=[C:29]([C:32]3[C:40]4[O:39][CH:38]=[CH:37][C:36]=4[C:35]([O:41][CH2:2][CH2:3][CH2:4][C:5]([O:7][CH2:8][CH3:9])=[O:6])=[CH:34][CH:33]=3)[N:28]=2)[CH:20]=[CH:21][C:22]=1[O:23][CH:24]([CH3:26])[CH3:25]. (3) Given the reactants [NH2:1][C:2]1[CH:3]=[CH:4][C:5]([Cl:17])=[C:6]([NH:8][C:9](=[O:16])[C:10]2[CH:15]=[CH:14][CH:13]=[CH:12][CH:11]=2)[CH:7]=1.[C:18]1([C:24]2[S:25][CH:26]=[C:27]([C:29](O)=[O:30])[N:28]=2)[CH:23]=[CH:22][CH:21]=[CH:20][CH:19]=1, predict the reaction product. The product is: [C:9]([NH:8][C:6]1[CH:7]=[C:2]([NH:1][C:29]([C:27]2[N:28]=[C:24]([C:18]3[CH:19]=[CH:20][CH:21]=[CH:22][CH:23]=3)[S:25][CH:26]=2)=[O:30])[CH:3]=[CH:4][C:5]=1[Cl:17])(=[O:16])[C:10]1[CH:15]=[CH:14][CH:13]=[CH:12][CH:11]=1. (4) Given the reactants C1(C(C2C=CC=CC=2)[N:8]2[CH2:11][CH:10]([N:12]3[CH2:21][CH2:20][N:19]4[C@H:14]([CH2:15][O:16][CH2:17][C:18]4=[O:22])[CH2:13]3)[CH2:9]2)C=CC=CC=1.C(O)=O.C([O-])=O.[NH4+], predict the reaction product. The product is: [NH:8]1[CH2:11][CH:10]([N:12]2[CH2:21][CH2:20][N:19]3[C@H:14]([CH2:15][O:16][CH2:17][C:18]3=[O:22])[CH2:13]2)[CH2:9]1. (5) Given the reactants [NH2:1][C:2]1[N:7]=[C:6]([CH2:8][CH2:9][CH3:10])[N:5]([C:11]2[CH:16]=[CH:15][C:14]([O:17][CH2:18][C:19]([F:22])([F:21])[F:20])=[CH:13][CH:12]=2)[C:4](=[O:23])[CH:3]=1.[C:24](Cl)(=[O:27])[CH:25]=[CH2:26].C(=O)([O-])[O-].[K+].[K+].[Cl-].[NH4+], predict the reaction product. The product is: [CH2:8]([C:6]1[N:5]([C:11]2[CH:12]=[CH:13][C:14]([O:17][CH2:18][C:19]([F:22])([F:20])[F:21])=[CH:15][CH:16]=2)[C:4](=[O:23])[C:3]2[CH2:26][CH2:25][C:24](=[O:27])[NH:1][C:2]=2[N:7]=1)[CH2:9][CH3:10]. (6) The product is: [CH2:20]([O:17][C:6]1[CH:5]=[C:4]2[C:9]([C:10]([N:12]3[CH2:16][CH2:15][CH2:14][CH2:13]3)=[CH:11][C:2]([CH3:1])=[N:3]2)=[CH:8][CH:7]=1)[CH:19]=[CH2:18]. Given the reactants [CH3:1][C:2]1[CH:11]=[C:10]([N:12]2[CH2:16][CH2:15][CH2:14][CH2:13]2)[C:9]2[C:4](=[CH:5][C:6]([OH:17])=[CH:7][CH:8]=2)[N:3]=1.[CH2:18](Br)[CH:19]=[CH2:20], predict the reaction product.